This data is from Full USPTO retrosynthesis dataset with 1.9M reactions from patents (1976-2016). The task is: Predict the reactants needed to synthesize the given product. (1) Given the product [F:1][C:2]([F:12])([F:11])[C:3]1[CH:4]=[C:5]([CH:8]=[CH:9][CH:10]=1)[CH:6]=[N:15][OH:13], predict the reactants needed to synthesize it. The reactants are: [F:1][C:2]([F:12])([F:11])[C:3]1[CH:4]=[C:5]([CH:8]=[CH:9][CH:10]=1)[CH:6]=O.[OH-:13].[Na+].[NH2:15]O.Cl. (2) Given the product [C:17]([OH:30])(=[O:29])[CH:18]=[CH2:19].[NH2:63][C:64]([O:16][CH2:6][CH3:5])=[O:65], predict the reactants needed to synthesize it. The reactants are: C([C:5]1C=C(C)C=C(C(C)(C)C)[C:6]=1[OH:16])(C)(C)C.[C:17]([O-:30])(=[O:29])[CH2:18][CH2:19]CCCCCCCCC.[C:17]([O-:30])(=[O:29])[CH2:18][CH2:19]CCCCCCCCC.C([Sn+2]CCCC)CCC.P(OC1C=CC(N=C=O)=CC=1)(OC1C=CC(N=C=O)=CC=1)(OC1C=CC([N:63]=[C:64]=[O:65])=CC=1)=S.C(OCCO)(=O)C=C.[N-]=C=O. (3) Given the product [C:6]([N:8]1[C:13]2[CH:14]=[C:15]([NH:18][C:19]3[N:24]=[C:23]([NH:25][C:26]4[CH:27]=[C:28]([NH:32][C:33](=[O:36])[CH:34]=[CH2:35])[CH:29]=[CH:30][CH:31]=4)[C:22]([F:37])=[CH:21][N:20]=3)[CH:16]=[CH:17][C:12]=2[O:11][CH2:10][CH2:9]1)(=[O:5])[CH3:38], predict the reactants needed to synthesize it. The reactants are: C([O:5][C:6]([N:8]1[C:13]2[CH:14]=[C:15]([NH:18][C:19]3[N:24]=[C:23]([NH:25][C:26]4[CH:27]=[C:28]([NH:32][C:33](=[O:36])[CH:34]=[CH2:35])[CH:29]=[CH:30][CH:31]=4)[C:22]([F:37])=[CH:21][N:20]=3)[CH:16]=[CH:17][C:12]=2[O:11][CH2:10][CH2:9]1)=O)(C)(C)C.[C:38](OC(=O)C)(=O)C.N1C=CC=CC=1. (4) Given the product [CH2:1]([O:3][C:4]([C:6]1[N:7]=[C:8]([C:25]#[N:26])[C:9]2[C:14]([C:15]=1[OH:16])=[CH:13][CH:12]=[C:11]([O:17][C:18]1[CH:19]=[N:20][CH:21]=[CH:22][CH:23]=1)[CH:10]=2)=[O:5])[CH3:2], predict the reactants needed to synthesize it. The reactants are: [CH2:1]([O:3][C:4]([C:6]1[N:7]=[C:8](I)[C:9]2[C:14]([C:15]=1[OH:16])=[CH:13][CH:12]=[C:11]([O:17][C:18]1[CH:19]=[N:20][CH:21]=[CH:22][CH:23]=1)[CH:10]=2)=[O:5])[CH3:2].[C:25]([Cu])#[N:26].Cl. (5) Given the product [CH2:15]([N:12]([CH2:13][CH3:14])[CH2:11][CH2:10][C:7]1[CH:8]=[C:9]2[C:4]([CH:3]=[CH:2][N:1]2[C:24]2[CH:28]=[CH:27][S:26][CH:25]=2)=[CH:5][CH:6]=1)[CH3:16], predict the reactants needed to synthesize it. The reactants are: [NH:1]1[C:9]2[C:4](=[CH:5][CH:6]=[C:7]([CH2:10][CH2:11][N:12]([CH2:15][CH3:16])[CH2:13][CH3:14])[CH:8]=2)[CH:3]=[CH:2]1.C([O-])([O-])=O.[K+].[K+].Br[C:24]1[CH:28]=[CH:27][S:26][CH:25]=1. (6) Given the product [N+:9]([C:3]1[C:2]([O:1][CH2:17][C:18]([F:21])([F:20])[F:19])=[CH:7][CH:6]=[CH:5][C:4]=1[CH3:8])([O-:11])=[O:10], predict the reactants needed to synthesize it. The reactants are: [OH:1][C:2]1[C:3]([N+:9]([O-:11])=[O:10])=[C:4]([CH3:8])[CH:5]=[CH:6][CH:7]=1.CS(O[CH2:17][C:18]([F:21])([F:20])[F:19])(=O)=O.C(=O)([O-])[O-].[K+].[K+].